From a dataset of Retrosynthesis with 50K atom-mapped reactions and 10 reaction types from USPTO. Predict the reactants needed to synthesize the given product. (1) Given the product COC(=O)c1cc(C2CC2)c2c(C)c(-c3ccc(O)c(OC)c3)ccn2c1=O, predict the reactants needed to synthesize it. The reactants are: COC(=O)c1cc(C2CC2)c2c(C)c(Cl)ccn2c1=O.COc1cc(B2OC(C)(C)C(C)(C)O2)ccc1O. (2) Given the product CCC(CC)(c1ccc(OCC(O)C(C)(C)C)c(C)c1)c1ccc2oc(C(=O)O)c(C)c2c1, predict the reactants needed to synthesize it. The reactants are: CCC(CC)(c1ccc(OCC(=O)C(C)(C)C)c(C)c1)c1ccc2oc(C(=O)O)c(C)c2c1.